From a dataset of Peptide-MHC class II binding affinity with 134,281 pairs from IEDB. Regression. Given a peptide amino acid sequence and an MHC pseudo amino acid sequence, predict their binding affinity value. This is MHC class II binding data. (1) The peptide sequence is PWRYSVNANVSPELK. The MHC is DRB1_0301 with pseudo-sequence DRB1_0301. The binding affinity (normalized) is 0. (2) The peptide sequence is GTYRIHDGRGGAGGG. The MHC is DRB1_1101 with pseudo-sequence DRB1_1101. The binding affinity (normalized) is 0.223. (3) The binding affinity (normalized) is 0.469. The peptide sequence is FVAGAKYMVIQGEPG. The MHC is DRB5_0101 with pseudo-sequence DRB5_0101. (4) The peptide sequence is ENCGTRGPSLRTTTV. The MHC is DRB5_0101 with pseudo-sequence DRB5_0101. The binding affinity (normalized) is 0. (5) The peptide sequence is LIDDVIAILPVDELY. The MHC is DRB1_0901 with pseudo-sequence DRB1_0901. The binding affinity (normalized) is 0.191.